Dataset: Full USPTO retrosynthesis dataset with 1.9M reactions from patents (1976-2016). Task: Predict the reactants needed to synthesize the given product. (1) Given the product [Cl:1][C:2]1[N:13]=[C:12]([NH:24][CH:21]2[CH2:22][CH2:23][CH:18]([N:17]([CH3:25])[CH3:16])[CH2:19][CH2:20]2)[C:11]2[C:10]3[CH2:9][CH2:8][CH2:7][C:6]=3[S:5][C:4]=2[N:3]=1, predict the reactants needed to synthesize it. The reactants are: [Cl:1][C:2]1[N:13]=[C:12](Cl)[C:11]2[C:10]3[CH2:9][CH2:8][CH2:7][C:6]=3[S:5][C:4]=2[N:3]=1.Cl.[CH3:16][N:17]([CH3:25])[CH:18]1[CH2:23][CH2:22][CH:21]([NH2:24])[CH2:20][CH2:19]1.C(=O)([O-])[O-].[K+].[K+]. (2) Given the product [CH:8]([Si:11]([CH:15]([CH3:17])[CH3:16])([CH:12]([CH3:14])[CH3:13])[N:3]1[CH:7]=[CH:6][CH:5]=[CH:4]1)([CH3:10])[CH3:9], predict the reactants needed to synthesize it. The reactants are: [H-].[Na+].[NH:3]1[CH:7]=[CH:6][CH:5]=[CH:4]1.[CH:8]([Si:11](Cl)([CH:15]([CH3:17])[CH3:16])[CH:12]([CH3:14])[CH3:13])([CH3:10])[CH3:9].